Dataset: Reaction yield outcomes from USPTO patents with 853,638 reactions. Task: Predict the reaction yield, written as a fraction of the theoretical maximum amount of product (1.0 means a 100% yield; for example, 0.34 means a 34% yield). (1) The reactants are [C:1]([C:4]1[CH:9]=[CH:8][C:7](B(O)O)=[CH:6][CH:5]=1)([OH:3])=[O:2].C(=O)([O-])[O-].[K+].[K+].Br[C:20]1[CH:25]=[CH:24][CH:23]=[CH:22][C:21]=1[Cl:26]. No catalyst specified. The product is [Cl:26][C:21]1[CH:22]=[CH:23][CH:24]=[CH:25][C:20]=1[C:7]1[CH:8]=[CH:9][C:4]([C:1]([OH:3])=[O:2])=[CH:5][CH:6]=1. The yield is 0.860. (2) The reactants are [CH3:1][C:2]1[N:7]=[C:6]([C:8]([OH:10])=O)[C:5]([O:11][CH2:12][CH2:13][CH3:14])=[CH:4][CH:3]=1.CCN(C(C)C)C(C)C.CN(C(ON1N=NC2C=CC=CC1=2)=[N+](C)C)C.[B-](F)(F)(F)F.[C@@H:46]12[CH2:52][C@@H:51]1[CH2:50][C@@H:49]([CH2:53][NH:54][C:55]1[CH:60]=[CH:59][C:58]([C:61]([F:64])([F:63])[F:62])=[CH:57][N:56]=1)[NH:48][CH2:47]2. The catalyst is CN(C=O)C.[Cl-].[Na+].O. The product is [CH3:1][C:2]1[N:7]=[C:6]([C:8]([N:48]2[C@H:49]([CH2:53][NH:54][C:55]3[CH:60]=[CH:59][C:58]([C:61]([F:62])([F:63])[F:64])=[CH:57][N:56]=3)[CH2:50][C@@H:51]3[C@@H:46]([CH2:52]3)[CH2:47]2)=[O:10])[C:5]([O:11][CH2:12][CH2:13][CH3:14])=[CH:4][CH:3]=1. The yield is 0.700. (3) The reactants are [Cl:1][C:2]1[CH:7]=[CH:6][C:5]([C:8]2[C:12]3[CH2:13][NH:14][CH2:15][CH2:16][C:11]=3[N:10]([CH2:17][CH:18]([OH:34])[CH2:19][N:20]3[CH2:25][CH2:24][N:23]([C:26]4[CH:33]=[CH:32][CH:31]=[CH:30][C:27]=4[C:28]#[N:29])[CH2:22][CH2:21]3)[N:9]=2)=[CH:4][C:3]=1[CH3:35].Cl[C:37](=[O:42])[C:38]([O:40][CH3:41])=[O:39].CO.C(Cl)Cl. The catalyst is C(Cl)Cl. The product is [CH3:41][O:40][C:38](=[O:39])[C:37]([N:14]1[CH2:15][CH2:16][C:11]2[N:10]([CH2:17][CH:18]([OH:34])[CH2:19][N:20]3[CH2:25][CH2:24][N:23]([C:26]4[CH:33]=[CH:32][CH:31]=[CH:30][C:27]=4[C:28]#[N:29])[CH2:22][CH2:21]3)[N:9]=[C:8]([C:5]3[CH:6]=[CH:7][C:2]([Cl:1])=[C:3]([CH3:35])[CH:4]=3)[C:12]=2[CH2:13]1)=[O:42]. The yield is 0.790. (4) The reactants are Br[C:2]1[N:7]=[C:6]([C:8]([OH:10])=[O:9])[C:5]([F:11])=[CH:4][CH:3]=1.[CH2:12]([O:19][C:20]1[CH:25]=[CH:24][C:23](B(O)O)=[C:22]([F:29])[CH:21]=1)[C:13]1[CH:18]=[CH:17][CH:16]=[CH:15][CH:14]=1. The catalyst is C1C=CC(P(C2C=CC=CC=2)[C-]2C=CC=C2)=CC=1.C1C=CC(P(C2C=CC=CC=2)[C-]2C=CC=C2)=CC=1.Cl[Pd]Cl.[Fe+2].C(Cl)Cl. The product is [CH2:12]([O:19][C:20]1[CH:25]=[CH:24][C:23]([C:2]2[N:7]=[C:6]([C:8]([OH:10])=[O:9])[C:5]([F:11])=[CH:4][CH:3]=2)=[C:22]([F:29])[CH:21]=1)[C:13]1[CH:14]=[CH:15][CH:16]=[CH:17][CH:18]=1. The yield is 0.410.